From a dataset of Reaction yield outcomes from USPTO patents with 853,638 reactions. Predict the reaction yield, written as a fraction of the theoretical maximum amount of product (1.0 means a 100% yield; for example, 0.34 means a 34% yield). (1) The reactants are Cl[C:2]1[CH:7]=[C:6]([CH:8]([F:10])[F:9])[CH:5]=[CH:4][N:3]=1.[C:11]([O:15][C:16](=[O:18])[NH2:17])([CH3:14])([CH3:13])[CH3:12].C([O-])([O-])=O.[Cs+].[Cs+].CC(C1C=C(C(C)C)C(C2C=CC=CC=2P(C2CCCCC2)C2CCCCC2)=C(C(C)C)C=1)C.N#N. The catalyst is O1CCOCC1.CC([O-])=O.CC([O-])=O.[Pd+2]. The product is [F:9][CH:8]([F:10])[C:6]1[CH:5]=[CH:4][N:3]=[C:2]([NH:17][C:16](=[O:18])[O:15][C:11]([CH3:14])([CH3:13])[CH3:12])[CH:7]=1. The yield is 0.805. (2) The catalyst is O.CO. The reactants are [Cl:1][C:2]1[N:7]=[C:6](Cl)[C:5]([F:9])=[CH:4][N:3]=1.N#N.[CH2:12]1[CH2:22][O:21][C:20]2[CH:19]=[CH:18][C:16]([NH2:17])=[CH:15][C:14]=2[O:13]1.Cl. The product is [Cl:1][C:2]1[N:7]=[C:6]([NH:17][C:16]2[CH:18]=[CH:19][C:20]3[O:21][CH2:22][CH2:12][O:13][C:14]=3[CH:15]=2)[C:5]([F:9])=[CH:4][N:3]=1. The yield is 0.780. (3) The reactants are [CH:1]([C:3]1[CH:8]=[CH:7][C:6]([NH:9][N:10]2[C:18](=[O:19])[C:17]3[C:12](=[CH:13][CH:14]=[CH:15][CH:16]=3)[C:11]2=[O:20])=[CH:5][CH:4]=1)=[CH2:2].N1C=CC=CC=1C1C=CC=CN=1.Br[CH:34]([C:39]1[CH:40]=[C:41]([Cl:47])[C:42]([Cl:46])=[C:43]([Cl:45])[CH:44]=1)[C:35]([F:38])([F:37])[F:36]. The catalyst is ClC1C=CC=CC=1Cl.Cl[Cu]. The product is [F:38][C:35]([F:36])([F:37])[CH:34]([C:39]1[CH:40]=[C:41]([Cl:47])[C:42]([Cl:46])=[C:43]([Cl:45])[CH:44]=1)/[CH:2]=[CH:1]/[C:3]1[CH:4]=[CH:5][C:6]([NH:9][N:10]2[C:18](=[O:19])[C:17]3[C:12](=[CH:13][CH:14]=[CH:15][CH:16]=3)[C:11]2=[O:20])=[CH:7][CH:8]=1. The yield is 0.750. (4) The reactants are [Br:1][C:2]1[S:6][C:5]([C:7](=[O:13])[CH2:8][C:9]([O:11][CH3:12])=[O:10])=[CH:4][CH:3]=1.[Cl:14][C:15]1[CH:16]=[C:17]([CH:20]=[CH:21][C:22]=1[Cl:23])[CH:18]=O.N1CCCCC1.C(O)(=O)C. The catalyst is C1C=CC=CC=1. The product is [Br:1][C:2]1[S:6][C:5]([C:7](/[C:8](=[CH:18]/[C:17]2[CH:20]=[CH:21][C:22]([Cl:23])=[C:15]([Cl:14])[CH:16]=2)/[C:9]([O:11][CH3:12])=[O:10])=[O:13])=[CH:4][CH:3]=1. The yield is 0.916. (5) The reactants are Cl[C:2]1[N:7]=[C:6]([O:8][C@@H:9]([C@H:11]2[CH2:15][NH:14][C:13](=[O:16])[CH2:12]2)[CH3:10])[C:5]2=[CH:17][N:18]([CH3:20])[N:19]=[C:4]2[CH:3]=1.[CH3:21][O:22][C:23]1[CH:28]=[C:27](B2OC(C)(C)C(C)(C)O2)[CH:26]=[CH:25][C:24]=1[OH:38].C(=O)([O-])[O-].[Na+].[Na+]. The catalyst is O1CCOCC1.CO.C1(P(C2C=CC=CC=2)[C-]2C=CC=C2)C=CC=CC=1.[C-]1(P(C2C=CC=CC=2)C2C=CC=CC=2)C=CC=C1.[Fe+2].Cl[Pd]Cl. The product is [OH:38][C:24]1[CH:25]=[CH:26][C:27]([C:2]2[N:7]=[C:6]([O:8][C@@H:9]([C@H:11]3[CH2:15][NH:14][C:13](=[O:16])[CH2:12]3)[CH3:10])[C:5]3=[CH:17][N:18]([CH3:20])[N:19]=[C:4]3[CH:3]=2)=[CH:28][C:23]=1[O:22][CH3:21]. The yield is 0.680. (6) The reactants are [F:1][C:2]1[CH:3]=[C:4]([NH:28][CH:29]2[CH2:32][N:31](C(OC(C)(C)C)=O)[CH2:30]2)[CH:5]=[C:6]([F:27])[C:7]=1[C@@H:8]1[C:13]2[NH:14][C:15]3[C:20]([C:12]=2[CH2:11][C@@H:10]([CH3:21])[N:9]1[CH2:22][C:23]([F:26])([F:25])[F:24])=[CH:19][CH:18]=[CH:17][CH:16]=3.S(=O)(=O)(O)O.C([O-])(O)=O.[Na+]. The catalyst is O1CCOCC1. The product is [F:1][C:2]1[CH:3]=[C:4]([NH:28][CH:29]2[CH2:30][NH:31][CH2:32]2)[CH:5]=[C:6]([F:27])[C:7]=1[C@@H:8]1[C:13]2[NH:14][C:15]3[C:20]([C:12]=2[CH2:11][C@@H:10]([CH3:21])[N:9]1[CH2:22][C:23]([F:25])([F:26])[F:24])=[CH:19][CH:18]=[CH:17][CH:16]=3. The yield is 0.978.